From a dataset of Full USPTO retrosynthesis dataset with 1.9M reactions from patents (1976-2016). Predict the reactants needed to synthesize the given product. (1) Given the product [Cl:1][C:2]1[CH:37]=[CH:36][C:5]([CH2:6][NH:7][C:8]([C:9]2[C:20](=[O:21])[C:22]3[CH:26]=[C:25]([CH2:27][N:28]4[CH2:29][CH2:30][O:31][CH2:32][CH2:33]4)[S:24][C:23]=3[N:11]([CH2:12][CH2:13][N:14]3[CH2:15][CH2:16][O:17][CH2:18][CH2:19]3)[CH:10]=2)=[O:35])=[CH:4][CH:3]=1, predict the reactants needed to synthesize it. The reactants are: [Cl:1][C:2]1[CH:37]=[CH:36][C:5]([CH2:6][NH:7][C:8](=[O:35])[C:9]([C:20]([C:22]2[CH:26]=[C:25]([CH2:27][N:28]3[CH2:33][CH2:32][O:31][CH2:30][CH2:29]3)[S:24][C:23]=2Cl)=[O:21])=[CH:10][NH:11][CH2:12][CH2:13][N:14]2[CH2:19][CH2:18][O:17][CH2:16][CH2:15]2)=[CH:4][CH:3]=1.C([O-])([O-])=O.[K+].[K+]. (2) Given the product [CH3:1][NH:2][C:3](=[O:22])[C:4](=[CH:32][N:33]([CH3:35])[CH3:34])[C:5]([C:7]1[CH:8]=[C:9]([C:18]([CH3:21])([CH3:20])[CH3:19])[C:10]([OH:17])=[C:11]([C:13]([CH3:14])([CH3:15])[CH3:16])[CH:12]=1)=[O:6], predict the reactants needed to synthesize it. The reactants are: [CH3:1][NH:2][C:3](=[O:22])[CH2:4][C:5]([C:7]1[CH:12]=[C:11]([C:13]([CH3:16])([CH3:15])[CH3:14])[C:10]([OH:17])=[C:9]([C:18]([CH3:21])([CH3:20])[CH3:19])[CH:8]=1)=[O:6].C1(C)C=CC=CC=1.CO[CH:32](OC)[N:33]([CH3:35])[CH3:34]. (3) Given the product [Br:1][C:2]1[O:14][C:5]2[CH:21]=[CH:7][N:8]=[C:9]([O:10][CH3:11])[C:4]=2[C:3]=1[C:15]1[CH:20]=[CH:19][CH:18]=[CH:17][CH:16]=1, predict the reactants needed to synthesize it. The reactants are: [Br:1][C:2]1[O:14][C:5]2N=[C:7](SC)[N:8]=[C:9]([O:10][CH3:11])[C:4]=2[C:3]=1[C:15]1[CH:20]=[CH:19][CH:18]=[CH:17][CH:16]=1.[CH3:21]OC1C2C(C3C=CC=CC=3)=COC=2C=CN=1. (4) Given the product [CH:1]([C:3]1[S:7][C:6]([C:8]2[CH:9]=[CH:10][C:11]([C:12]([NH:35][CH2:36][CH2:37][CH2:38][OH:39])=[O:14])=[CH:15][CH:16]=2)=[CH:5][CH:4]=1)=[O:2], predict the reactants needed to synthesize it. The reactants are: [CH:1]([C:3]1[S:7][C:6]([C:8]2[CH:16]=[CH:15][C:11]([C:12]([OH:14])=O)=[CH:10][CH:9]=2)=[CH:5][CH:4]=1)=[O:2].FC(F)(F)C(OC1C(F)=C(F)C(F)=C(F)C=1F)=O.[NH2:35][CH2:36][CH2:37][CH2:38][OH:39].Cl. (5) Given the product [NH:17]1[C:16]([C:12]2[CH:11]=[C:10]3[C:15](=[CH:14][CH:13]=2)[NH:7][N:8]=[C:9]3[C:40]2[CH:45]=[CH:44][C:43]([NH:46][C:59]([C:55]3[O:54][CH:58]=[CH:57][CH:56]=3)=[O:60])=[CH:42][CH:41]=2)=[N:20][CH:19]=[N:18]1, predict the reactants needed to synthesize it. The reactants are: O1CCCCC1[N:7]1[C:15]2[C:10](=[CH:11][C:12]([C:16]3[N:20]=[CH:19][N:18](C(C4C=CC=CC=4)(C4C=CC=CC=4)C4C=CC=CC=4)[N:17]=3)=[CH:13][CH:14]=2)[C:9]([C:40]2[CH:45]=[CH:44][C:43]([NH2:46])=[CH:42][CH:41]=2)=[N:8]1.C(N(CC)CC)C.[O:54]1[CH:58]=[CH:57][CH:56]=[C:55]1[C:59](Cl)=[O:60].C(=O)(O)[O-].[Na+]. (6) Given the product [CH3:15][C:13]([C:16]1[O:20][N:19]=[C:18]([NH:21][C:22]([NH:24][C:25]2[CH:26]=[CH:27][C:28]([C:31]3[N:32]=[C:33]4[N:37]([CH:38]=3)[C:36]3[CH:39]=[CH:40][C:41]([O:43][CH2:44][CH2:45][N:46]5[CH2:47][CH2:48][O:49][CH2:50][CH2:51]5)=[CH:42][C:35]=3[S:34]4)=[CH:29][CH:30]=2)=[O:23])[CH:17]=1)([CH3:14])[CH:12]=[O:11], predict the reactants needed to synthesize it. The reactants are: CS(C)=O.C(Cl)(=O)C(Cl)=O.[OH:11][CH2:12][C:13]([C:16]1[O:20][N:19]=[C:18]([NH:21][C:22]([NH:24][C:25]2[CH:30]=[CH:29][C:28]([C:31]3[N:32]=[C:33]4[N:37]([CH:38]=3)[C:36]3[CH:39]=[CH:40][C:41]([O:43][CH2:44][CH2:45][N:46]5[CH2:51][CH2:50][O:49][CH2:48][CH2:47]5)=[CH:42][C:35]=3[S:34]4)=[CH:27][CH:26]=2)=[O:23])[CH:17]=1)([CH3:15])[CH3:14].C(N(CC)CC)C.